This data is from Forward reaction prediction with 1.9M reactions from USPTO patents (1976-2016). The task is: Predict the product of the given reaction. (1) The product is: [NH2:13][CH:4]([CH:3]([OH:16])[CH2:2][F:1])[CH2:5][C:6]([O:8][C:9]([CH3:10])([CH3:11])[CH3:12])=[O:7]. Given the reactants [F:1][CH2:2][CH:3]([OH:16])[CH:4]([N+:13]([O-])=O)[CH2:5][C:6]([O:8][C:9]([CH3:12])([CH3:11])[CH3:10])=[O:7], predict the reaction product. (2) Given the reactants [CH3:1][O:2][C:3]([C:5]1[N:13]([CH:14]2[CH2:16][CH2:15]2)[C:12]2[CH:11]=[CH:10][N:9]=[CH:8][C:7]=2[C:6]=1[NH2:17])=[O:4].[F:18][C:19]1[CH:24]=[C:23]([Si:25]([CH3:28])([CH3:27])[CH3:26])[CH:22]=[CH:21][C:20]=1OS(C(F)(F)F)(=O)=O.CC1(C)C2C(=C(P(C3C=CC=CC=3)C3C=CC=CC=3)C=CC=2)OC2C(P(C3C=CC=CC=3)C3C=CC=CC=3)=CC=CC1=2.C([O-])([O-])=O.[Cs+].[Cs+], predict the reaction product. The product is: [CH3:1][O:2][C:3]([C:5]1[N:13]([CH:14]2[CH2:15][CH2:16]2)[C:12]2[CH:11]=[CH:10][N:9]=[CH:8][C:7]=2[C:6]=1[NH:17][C:20]1[CH:21]=[CH:22][C:23]([Si:25]([CH3:27])([CH3:26])[CH3:28])=[CH:24][C:19]=1[F:18])=[O:4].